This data is from Forward reaction prediction with 1.9M reactions from USPTO patents (1976-2016). The task is: Predict the product of the given reaction. (1) Given the reactants [Cl:1][C:2]1[CH:3]=[C:4]([C@H:8]([OH:22])[C@@H:9]2[CH2:14][CH2:13][CH2:12][N:11]([C:15]([O:17][C:18]([CH3:21])([CH3:20])[CH3:19])=[O:16])[CH2:10]2)[CH:5]=[CH:6][CH:7]=1.[H-].[Na+].Br[CH2:26][C:27]([O:31][CH3:32])([O:29][CH3:30])[CH3:28], predict the reaction product. The product is: [Cl:1][C:2]1[CH:3]=[C:4]([C@H:8]([O:22][CH2:26][C:27]([O:31][CH3:32])([O:29][CH3:30])[CH3:28])[C@@H:9]2[CH2:14][CH2:13][CH2:12][N:11]([C:15]([O:17][C:18]([CH3:19])([CH3:21])[CH3:20])=[O:16])[CH2:10]2)[CH:5]=[CH:6][CH:7]=1. (2) The product is: [C:13]([C:12]1[C:2]([N:19]2[CH2:24][CH2:23][NH:22][CH2:21][CH2:20]2)=[N:3][C:4]([C:15]([F:18])([F:17])[F:16])=[C:5]([CH:11]=1)[C:6]([O:8][CH2:9][CH3:10])=[O:7])#[N:14]. Given the reactants Cl[C:2]1[C:12]([C:13]#[N:14])=[CH:11][C:5]([C:6]([O:8][CH2:9][CH3:10])=[O:7])=[C:4]([C:15]([F:18])([F:17])[F:16])[N:3]=1.[NH:19]1[CH2:24][CH2:23][NH:22][CH2:21][CH2:20]1.C(N(CC)CC)C, predict the reaction product. (3) Given the reactants CS(O[CH2:6][C:7]1[N:12]=[C:11]([NH:13][C:14]2[S:18][N:17]=[CH:16][N:15]=2)[CH:10]=[CH:9][C:8]=1[CH2:19][O:20][Si](C(C)(C)C)(C)C)(=O)=O.Cl.[C:29]([N:37]1[CH2:42][CH2:41][NH:40][CH2:39][CH2:38]1)(=[O:36])[C:30]1[CH:35]=[CH:34][CH:33]=[CH:32][CH:31]=1, predict the reaction product. The product is: [C:29]([N:37]1[CH2:42][CH2:41][N:40]([CH2:6][C:7]2[C:8]([CH2:19][OH:20])=[CH:9][CH:10]=[C:11]([NH:13][C:14]3[S:18][N:17]=[CH:16][N:15]=3)[N:12]=2)[CH2:39][CH2:38]1)(=[O:36])[C:30]1[CH:35]=[CH:34][CH:33]=[CH:32][CH:31]=1. (4) Given the reactants C([O-])=O.[NH4+].Cl[C:6]1[N:16]=[C:15]([O:17][C:18]2[CH:23]=[CH:22][C:21]([F:24])=[C:20]([F:25])[CH:19]=2)[C:14]([F:26])=[CH:13][C:7]=1[C:8]([O:10][CH2:11][CH3:12])=[O:9], predict the reaction product. The product is: [F:25][C:20]1[CH:19]=[C:18]([CH:23]=[CH:22][C:21]=1[F:24])[O:17][C:15]1[C:14]([F:26])=[CH:13][C:7]([C:8]([O:10][CH2:11][CH3:12])=[O:9])=[CH:6][N:16]=1. (5) Given the reactants [CH3:1][CH:2]([CH3:19])[CH:3]([N:12]1CCC(=O)CC1)[C:4]#[C:5][C:6]1[CH:11]=[CH:10][CH:9]=[CH:8][CH:7]=1.[Cl-].[NH4+], predict the reaction product. The product is: [CH3:1][CH:2]([CH3:19])[CH:3]([NH2:12])[C:4]#[C:5][C:6]1[CH:11]=[CH:10][CH:9]=[CH:8][CH:7]=1.